From a dataset of Forward reaction prediction with 1.9M reactions from USPTO patents (1976-2016). Predict the product of the given reaction. Given the reactants [N+:1]([C:4]1[CH:20]=[CH:19][C:7]([CH2:8][C:9]2[CH:10]=[C:11]3[C:15](=[CH:16][CH:17]=2)[NH:14][C:13](=[O:18])[CH2:12]3)=[CH:6][CH:5]=1)([O-])=O, predict the reaction product. The product is: [NH2:1][C:4]1[CH:5]=[CH:6][C:7]([CH2:8][C:9]2[CH:10]=[C:11]3[C:15](=[CH:16][CH:17]=2)[NH:14][C:13](=[O:18])[CH2:12]3)=[CH:19][CH:20]=1.